Predict the reactants needed to synthesize the given product. From a dataset of Full USPTO retrosynthesis dataset with 1.9M reactions from patents (1976-2016). (1) The reactants are: Cl[C:2]1[N:3]=[C:4]([O:21][CH:22]2[CH2:25][CH:24]([NH:26][C:27](=[O:33])[O:28][C:29]([CH3:32])([CH3:31])[CH3:30])[CH2:23]2)[C:5]2[C:10]([C:11]#[N:12])=[CH:9][N:8]([CH2:13][O:14][CH2:15][CH2:16][Si:17]([CH3:20])([CH3:19])[CH3:18])[C:6]=2[N:7]=1.[CH3:34][N:35]1[CH:39]=[C:38]([NH2:40])[CH:37]=[N:36]1.C([O-])([O-])=O.[Cs+].[Cs+].CC1(C)C2C(=C(P(C3C=CC=CC=3)C3C=CC=CC=3)C=CC=2)OC2C(P(C3C=CC=CC=3)C3C=CC=CC=3)=CC=CC1=2. Given the product [C:11]([C:10]1[C:5]2[C:4]([O:21][CH:22]3[CH2:25][CH:24]([NH:26][C:27](=[O:33])[O:28][C:29]([CH3:32])([CH3:31])[CH3:30])[CH2:23]3)=[N:3][C:2]([NH:40][C:38]3[CH:37]=[N:36][N:35]([CH3:34])[CH:39]=3)=[N:7][C:6]=2[N:8]([CH2:13][O:14][CH2:15][CH2:16][Si:17]([CH3:20])([CH3:19])[CH3:18])[CH:9]=1)#[N:12], predict the reactants needed to synthesize it. (2) Given the product [F:23][C:2]([F:1])([F:22])[C:3]1[CH:11]=[C:10]2[C:6]([CH:7]=[CH:8][N:9]2[CH2:12][O:13][CH2:14][CH2:15][Si:16]([CH3:17])([CH3:18])[CH3:19])=[C:5]([CH2:20][OH:21])[CH:4]=1, predict the reactants needed to synthesize it. The reactants are: [F:1][C:2]([F:23])([F:22])[C:3]1[CH:4]=[C:5]([CH:20]=[O:21])[C:6]2[CH:7]=[CH:8][N:9]([CH2:12][O:13][CH2:14][CH2:15][Si:16]([CH3:19])([CH3:18])[CH3:17])[C:10]=2[CH:11]=1.[BH4-].[Na+].